This data is from NCI-60 drug combinations with 297,098 pairs across 59 cell lines. The task is: Regression. Given two drug SMILES strings and cell line genomic features, predict the synergy score measuring deviation from expected non-interaction effect. (1) Drug 1: C1C(C(OC1N2C=C(C(=O)NC2=O)F)CO)O. Drug 2: CC(C)NC(=O)C1=CC=C(C=C1)CNNC.Cl. Cell line: HL-60(TB). Synergy scores: CSS=18.3, Synergy_ZIP=-5.20, Synergy_Bliss=0.335, Synergy_Loewe=-26.7, Synergy_HSA=-0.684. (2) Drug 1: CS(=O)(=O)C1=CC(=C(C=C1)C(=O)NC2=CC(=C(C=C2)Cl)C3=CC=CC=N3)Cl. Drug 2: C1=CC=C(C(=C1)C(C2=CC=C(C=C2)Cl)C(Cl)Cl)Cl. Cell line: M14. Synergy scores: CSS=0.286, Synergy_ZIP=0.808, Synergy_Bliss=3.55, Synergy_Loewe=0.572, Synergy_HSA=-0.0351. (3) Cell line: SF-268. Synergy scores: CSS=17.0, Synergy_ZIP=-6.54, Synergy_Bliss=-5.79, Synergy_Loewe=-22.9, Synergy_HSA=-7.54. Drug 1: C1=NC2=C(N1)C(=S)N=C(N2)N. Drug 2: C(=O)(N)NO. (4) Cell line: SK-OV-3. Synergy scores: CSS=56.9, Synergy_ZIP=1.59, Synergy_Bliss=1.64, Synergy_Loewe=-14.0, Synergy_HSA=-0.735. Drug 2: CN(CC1=CN=C2C(=N1)C(=NC(=N2)N)N)C3=CC=C(C=C3)C(=O)NC(CCC(=O)O)C(=O)O. Drug 1: CC1C(C(CC(O1)OC2CC(OC(C2O)C)OC3=CC4=CC5=C(C(=O)C(C(C5)C(C(=O)C(C(C)O)O)OC)OC6CC(C(C(O6)C)O)OC7CC(C(C(O7)C)O)OC8CC(C(C(O8)C)O)(C)O)C(=C4C(=C3C)O)O)O)O. (5) Drug 1: C1=C(C(=O)NC(=O)N1)N(CCCl)CCCl. Drug 2: C1=NC2=C(N=C(N=C2N1C3C(C(C(O3)CO)O)O)F)N. Cell line: KM12. Synergy scores: CSS=10.8, Synergy_ZIP=5.60, Synergy_Bliss=3.59, Synergy_Loewe=4.78, Synergy_HSA=5.30.